From a dataset of hERG Central: cardiac toxicity at 1µM, 10µM, and general inhibition. Predict hERG channel inhibition at various concentrations. (1) The molecule is Cc1cc(C)c(C(OCCCNC(C)C)c2ccccc2)c(C)c1.Cl. Results: hERG_inhib (hERG inhibition (general)): blocker. (2) The drug is O=C(CN1CCN(C(=O)c2ccco2)CC1)Nc1cc(C(F)(F)F)ccc1Cl. Results: hERG_inhib (hERG inhibition (general)): blocker.